This data is from Catalyst prediction with 721,799 reactions and 888 catalyst types from USPTO. The task is: Predict which catalyst facilitates the given reaction. (1) Reactant: [CH2:1]([NH:8][CH:9]([CH3:26])[CH2:10][CH:11]([C:19]1[CH:24]=[CH:23][C:22]([OH:25])=[CH:21][CH:20]=1)[C:12]1[CH:17]=[CH:16][C:15]([OH:18])=[CH:14][CH:13]=1)[C:2]1[CH:7]=[CH:6][CH:5]=[CH:4][CH:3]=1.[CH2:27]([CH:35]1[CH2:37][O:36]1)[CH2:28][C:29]1[CH:34]=[CH:33][CH:32]=[CH:31][CH:30]=1.FC(F)(F)S([O-])(=O)=O.[Yb+3].FC(F)(F)S([O-])(=O)=O.FC(F)(F)S([O-])(=O)=O.C(=O)(O)[O-].[Na+]. Product: [CH2:1]([N:8]([CH2:37][CH:35]([OH:36])[CH2:27][CH2:28][C:29]1[CH:34]=[CH:33][CH:32]=[CH:31][CH:30]=1)[CH:9]([CH3:26])[CH2:10][CH:11]([C:12]1[CH:17]=[CH:16][C:15]([OH:18])=[CH:14][CH:13]=1)[C:19]1[CH:20]=[CH:21][C:22]([OH:25])=[CH:23][CH:24]=1)[C:2]1[CH:3]=[CH:4][CH:5]=[CH:6][CH:7]=1. The catalyst class is: 362. (2) Reactant: [NH3:1].[CH2:2]([O:4][C:5]([C:7]1[C:8]2[S:16][CH:15]=[C:14]([CH2:17][O:18][C:19]3[CH:24]=[CH:23][CH:22]=[C:21]([C:25]4[N:26]=[N:27][N:28]([CH2:30][C:31]5[CH:36]=[CH:35][C:34]([O:37][CH3:38])=[CH:33][CH:32]=5)[N:29]=4)[CH:20]=3)[C:9]=2[C:10](Cl)=[N:11][CH:12]=1)=[O:6])[CH3:3]. Product: [CH2:2]([O:4][C:5]([C:7]1[C:8]2[S:16][CH:15]=[C:14]([CH2:17][O:18][C:19]3[CH:24]=[CH:23][CH:22]=[C:21]([C:25]4[N:26]=[N:27][N:28]([CH2:30][C:31]5[CH:36]=[CH:35][C:34]([O:37][CH3:38])=[CH:33][CH:32]=5)[N:29]=4)[CH:20]=3)[C:9]=2[C:10]([NH2:1])=[N:11][CH:12]=1)=[O:6])[CH3:3]. The catalyst class is: 41. (3) Reactant: [Cl:1][C:2]1[CH:3]=[C:4]([C:16]2[C:25]3[C:24]([F:26])=[CH:23][C:22]([OH:27])=[C:21]([F:28])[C:20]=3[C:19]3[C:29]([CH3:36])=[N:30][N:31](C(C)(C)C)[C:18]=3[N:17]=2)[CH:5]=[CH:6][C:7]=1[O:8]CC1C=CC=CC=1. Product: [Cl:1][C:2]1[CH:3]=[C:4]([C:16]2[C:25]3[C:24]([F:26])=[CH:23][C:22]([OH:27])=[C:21]([F:28])[C:20]=3[C:19]3[C:29]([CH3:36])=[N:30][NH:31][C:18]=3[N:17]=2)[CH:5]=[CH:6][C:7]=1[OH:8]. The catalyst class is: 55. (4) Reactant: [C:1]([NH:4][C:5]1[CH:10]=[C:9]([C:11]2[O:12][C:13]([C:20]3[CH:25]=[CH:24][CH:23]=[CH:22][C:21]=3[Cl:26])=[C:14]([C:16]([O:18]C)=[O:17])[N:15]=2)[C:8]([CH3:27])=[CH:7][N:6]=1)(=[O:3])[CH3:2].C1COCC1.[OH-].[Na+]. Product: [C:1]([NH:4][C:5]1[CH:10]=[C:9]([C:11]2[O:12][C:13]([C:20]3[CH:25]=[CH:24][CH:23]=[CH:22][C:21]=3[Cl:26])=[C:14]([C:16]([OH:18])=[O:17])[N:15]=2)[C:8]([CH3:27])=[CH:7][N:6]=1)(=[O:3])[CH3:2]. The catalyst class is: 5. (5) Reactant: [Cl:1][C:2]1[CH:3]=[C:4](C(OO)=O)[CH:5]=[CH:6][CH:7]=1.ClC1C=CC(S[C:20]2[C:28]3[C:23](=[CH:24][CH:25]=[C:26]([F:29])[CH:27]=3)[N:22]([CH2:30][C:31]([OH:33])=[O:32])[C:21]=2[CH3:34])=CC=1.[S:35]([O-:39])([O-])(=[O:37])=S.[Na+].[Na+].Cl. Product: [NH4+:22].[Cl:1][C:2]1[CH:3]=[CH:4][C:5]([S:35]([C:20]2[C:28]3[C:23](=[CH:24][CH:25]=[C:26]([F:29])[CH:27]=3)[N:22]([CH2:30][C:31]([O-:33])=[O:32])[C:21]=2[CH3:34])(=[O:39])=[O:37])=[CH:6][CH:7]=1. The catalyst class is: 115.